This data is from Catalyst prediction with 721,799 reactions and 888 catalyst types from USPTO. The task is: Predict which catalyst facilitates the given reaction. (1) Reactant: [Si:1]([O:18][C@H:19]1[C:28]2[C:23](=[CH:24][CH:25]=[CH:26][CH:27]=2)[C@H:22]([NH:29]C(=O)C(F)(F)F)[CH2:21][CH2:20]1)([C:14]([CH3:17])([CH3:16])[CH3:15])([C:8]1[CH:13]=[CH:12][CH:11]=[CH:10][CH:9]=1)[C:2]1[CH:7]=[CH:6][CH:5]=[CH:4][CH:3]=1.CO.C(=O)([O-])[O-].[K+].[K+]. Product: [Si:1]([O:18][C@H:19]1[C:28]2[C:23](=[CH:24][CH:25]=[CH:26][CH:27]=2)[C@H:22]([NH2:29])[CH2:21][CH2:20]1)([C:14]([CH3:16])([CH3:17])[CH3:15])([C:8]1[CH:9]=[CH:10][CH:11]=[CH:12][CH:13]=1)[C:2]1[CH:7]=[CH:6][CH:5]=[CH:4][CH:3]=1. The catalyst class is: 238. (2) Reactant: [CH2:1]([C@@H:3]1[NH:8][CH2:7][CH2:6][N:5]([C:9]([O:11][C:12]([CH3:15])([CH3:14])[CH3:13])=[O:10])[CH2:4]1)[CH3:2].[NH2:16][C:17]1[N:22]=[C:21](Cl)[C:20]([CH:24]=[O:25])=[C:19]([Cl:26])[N:18]=1.CCN(C(C)C)C(C)C. Product: [NH2:16][C:17]1[N:22]=[C:21]([N:8]2[CH2:7][CH2:6][N:5]([C:9]([O:11][C:12]([CH3:14])([CH3:13])[CH3:15])=[O:10])[CH2:4][C@@H:3]2[CH2:1][CH3:2])[C:20]([CH:24]=[O:25])=[C:19]([Cl:26])[N:18]=1. The catalyst class is: 12.